This data is from NCI-60 drug combinations with 297,098 pairs across 59 cell lines. The task is: Regression. Given two drug SMILES strings and cell line genomic features, predict the synergy score measuring deviation from expected non-interaction effect. (1) Drug 1: CC1=C(C=C(C=C1)NC(=O)C2=CC=C(C=C2)CN3CCN(CC3)C)NC4=NC=CC(=N4)C5=CN=CC=C5. Drug 2: CC12CCC3C(C1CCC2OP(=O)(O)O)CCC4=C3C=CC(=C4)OC(=O)N(CCCl)CCCl.[Na+]. Cell line: HL-60(TB). Synergy scores: CSS=7.70, Synergy_ZIP=4.01, Synergy_Bliss=3.21, Synergy_Loewe=-9.61, Synergy_HSA=-9.41. (2) Drug 1: C1=CC(=CC=C1CCC2=CNC3=C2C(=O)NC(=N3)N)C(=O)NC(CCC(=O)O)C(=O)O. Drug 2: C1C(C(OC1N2C=C(C(=O)NC2=O)F)CO)O. Cell line: HL-60(TB). Synergy scores: CSS=91.4, Synergy_ZIP=12.9, Synergy_Bliss=12.4, Synergy_Loewe=9.18, Synergy_HSA=15.2.